This data is from Catalyst prediction with 721,799 reactions and 888 catalyst types from USPTO. The task is: Predict which catalyst facilitates the given reaction. (1) Reactant: [CH:1]1([CH2:4][OH:5])[CH2:3][CH2:2]1.[H-].[Na+].[Br:8][C:9]1[C:18]2[C:13](=[CH:14][C:15]([CH2:19]Br)=[CH:16][CH:17]=2)[C:12](=[O:21])[N:11]([CH:22]([CH3:24])[CH3:23])[N:10]=1. Product: [Br:8][C:9]1[C:18]2[C:13](=[CH:14][C:15]([CH2:19][O:5][CH2:4][CH:1]3[CH2:3][CH2:2]3)=[CH:16][CH:17]=2)[C:12](=[O:21])[N:11]([CH:22]([CH3:24])[CH3:23])[N:10]=1. The catalyst class is: 1. (2) Reactant: [Cl:1][C:2]1[CH:3]=[C:4]2[C:10]([C:11]3[N:16]=[C:15]([NH:17][CH:18]4[CH2:23][CH2:22][CH2:21][CH:20]([C:24]([OH:26])=O)[CH:19]4[OH:27])[C:14]([F:28])=[CH:13][N:12]=3)=[CH:9][N:8]([S:29]([C:32]3[CH:37]=[CH:36][C:35]([CH3:38])=[CH:34][CH:33]=3)(=[O:31])=[O:30])[C:5]2=[N:6][CH:7]=1.[CH3:39][CH2:40][N:41](C(C)C)C(C)C.Cl.C(N)C.CN(C(ON1N=NC2C=CC=NC1=2)=[N+](C)C)C.F[P-](F)(F)(F)(F)F. Product: [Cl:1][C:2]1[CH:3]=[C:4]2[C:10]([C:11]3[N:16]=[C:15]([NH:17][CH:18]4[CH2:23][CH2:22][CH2:21][CH:20]([C:24]([NH:41][CH2:40][CH3:39])=[O:26])[CH:19]4[OH:27])[C:14]([F:28])=[CH:13][N:12]=3)=[CH:9][N:8]([S:29]([C:32]3[CH:37]=[CH:36][C:35]([CH3:38])=[CH:34][CH:33]=3)(=[O:30])=[O:31])[C:5]2=[N:6][CH:7]=1. The catalyst class is: 31. (3) Reactant: [CH3:1][O:2][C:3]1[CH:4]=[C:5]([C:9]2[N:29]=[C:12]3[CH:13]=[C:14]([NH:17][C:18]([C:20]4[N:24]([CH3:25])[N:23]=[CH:22][C:21]=4[C:26]([OH:28])=O)=[O:19])[CH:15]=[CH:16][N:11]3[N:10]=2)[CH:6]=[CH:7][CH:8]=1.CN(C(ON1N=NC2C=[CH:42][CH:43]=[N:44][C:39]1=2)=[N+](C)C)C.F[P-](F)(F)(F)(F)F.Cl.N1CCC1.CCN(C(C)C)C(C)C. Product: [CH3:1][O:2][C:3]1[CH:4]=[C:5]([C:9]2[N:29]=[C:12]3[CH:13]=[C:14]([NH:17][C:18]([C:20]4[N:24]([CH3:25])[N:23]=[CH:22][C:21]=4[C:26]([N:44]4[CH2:43][CH2:42][CH2:39]4)=[O:28])=[O:19])[CH:15]=[CH:16][N:11]3[N:10]=2)[CH:6]=[CH:7][CH:8]=1. The catalyst class is: 18. (4) Product: [CH3:13][N:12]([CH3:14])[C:9]1[CH:10]=[C:11]2[C:6](=[CH:7][CH:8]=1)[N:5]=[CH:4][CH:3]=[C:2]2[NH:15][CH2:16][CH2:17][OH:18]. Reactant: Cl[C:2]1[C:11]2[C:6](=[CH:7][CH:8]=[C:9]([N:12]([CH3:14])[CH3:13])[CH:10]=2)[N:5]=[CH:4][CH:3]=1.[NH2:15][CH2:16][CH2:17][OH:18].[OH-].[Na+]. The catalyst class is: 6. (5) Product: [CH3:12][O:11][C:7]1[CH:6]=[C:5]([CH:4]=[C:3]([O:2][CH3:1])[C:8]=1[O:9][CH3:10])[O:13][CH2:21][CH2:22][CH2:23][C:24]([O:26][CH2:27][CH3:28])=[O:25]. The catalyst class is: 21. Reactant: [CH3:1][O:2][C:3]1[CH:4]=[C:5]([OH:13])[CH:6]=[C:7]([O:11][CH3:12])[C:8]=1[O:9][CH3:10].C([O-])([O-])=O.[K+].[K+].Br[CH2:21][CH2:22][CH2:23][C:24]([O:26][CH2:27][CH3:28])=[O:25]. (6) Reactant: [CH:1]([Si:4]([CH:6]([CH3:8])[CH3:7])=[O:5])([CH3:3])[CH3:2].[CH:9]([C@H:12]1[CH2:17][CH2:16][C@@:15]([C@H:19]2[CH2:27][CH2:26][C@@:25]3([CH3:28])[C@@H:21]([CH2:22][CH2:23][C:24]3=[O:29])[C@@H:20]2[CH2:30][C:31](O)=[O:32])([CH3:18])[C:14](=[O:34])[CH2:13]1)([CH3:11])[CH3:10].C1(P([N:49]=[N+:50]=[N-:51])(C2C=CC=CC=2)=O)C=CC=CC=1.C(N(CC)CC)C. The catalyst class is: 11. Product: [CH:1]([Si:4]([CH:6]([CH3:8])[CH3:7])=[O:5])([CH3:3])[CH3:2].[CH:9]([C@H:12]1[CH2:17][CH2:16][C@@:15]([C@H:19]2[CH2:27][CH2:26][C@@:25]3([CH3:28])[C@@H:21]([CH2:22][CH2:23][C:24]3=[O:29])[C@@H:20]2[CH2:30][C:31]([N:49]=[N+:50]=[N-:51])=[O:32])([CH3:18])[C:14](=[O:34])[CH2:13]1)([CH3:11])[CH3:10].